From a dataset of Forward reaction prediction with 1.9M reactions from USPTO patents (1976-2016). Predict the product of the given reaction. Given the reactants [C:1]([O:5][C:6](=[O:34])[NH:7][C:8]1([C:12]2[CH:17]=[CH:16][C:15]([C:18]3[N:19]=[C:20]4[CH:25]=[C:24](Br)[CH:23]=[CH:22][N:21]4[C:27]=3[C:28]3[CH:33]=[CH:32][CH:31]=[CH:30][CH:29]=3)=[CH:14][CH:13]=2)[CH2:11][CH2:10][CH2:9]1)([CH3:4])([CH3:3])[CH3:2].C([O-])([O-])=O.[K+].[K+].O.CO[CH2:44][CH2:45]OC, predict the reaction product. The product is: [C:1]([O:5][C:6](=[O:34])[NH:7][C:8]1([C:12]2[CH:17]=[CH:16][C:15]([C:18]3[N:19]=[C:20]4[CH:25]=[C:24]([CH:44]=[CH2:45])[CH:23]=[CH:22][N:21]4[C:27]=3[C:28]3[CH:33]=[CH:32][CH:31]=[CH:30][CH:29]=3)=[CH:14][CH:13]=2)[CH2:11][CH2:10][CH2:9]1)([CH3:4])([CH3:3])[CH3:2].